Regression. Given a peptide amino acid sequence and an MHC pseudo amino acid sequence, predict their binding affinity value. This is MHC class I binding data. From a dataset of Peptide-MHC class I binding affinity with 185,985 pairs from IEDB/IMGT. (1) The peptide sequence is WPTVRERM. The MHC is HLA-A68:02 with pseudo-sequence HLA-A68:02. The binding affinity (normalized) is 0. (2) The peptide sequence is CSEVPQSGY. The MHC is HLA-B08:02 with pseudo-sequence HLA-B08:02. The binding affinity (normalized) is 0.0847. (3) The peptide sequence is EEALKGLPI. The MHC is HLA-B40:01 with pseudo-sequence HLA-B40:01. The binding affinity (normalized) is 0.249. (4) The MHC is H-2-Db with pseudo-sequence H-2-Db. The binding affinity (normalized) is 0.593. The peptide sequence is WLIRNGSYL. (5) The binding affinity (normalized) is 0.880. The MHC is H-2-Db with pseudo-sequence H-2-Db. The peptide sequence is VALANIDEV. (6) The MHC is HLA-A11:01 with pseudo-sequence HLA-A11:01. The peptide sequence is GLPMNTGWV. The binding affinity (normalized) is 0.0847.